This data is from Forward reaction prediction with 1.9M reactions from USPTO patents (1976-2016). The task is: Predict the product of the given reaction. (1) Given the reactants C([O:3][C:4](=O)[CH2:5][C:6]([CH:8]1[CH2:13][CH2:12][N:11]([C:14]([O:16][CH3:17])=[O:15])[CH:10]([CH2:18][C:19]2[CH:24]=[CH:23][C:22]([S:25]([CH3:28])(=[O:27])=[O:26])=[CH:21][CH:20]=2)[CH2:9]1)=[O:7])C.[OH-].[Na+].[NH2:32]O.Cl, predict the reaction product. The product is: [CH3:28][S:25]([C:22]1[CH:23]=[CH:24][C:19]([CH2:18][CH:10]2[CH2:9][CH:8]([C:6]3[O:7][NH:32][C:4](=[O:3])[CH:5]=3)[CH2:13][CH2:12][N:11]2[C:14]([O:16][CH3:17])=[O:15])=[CH:20][CH:21]=1)(=[O:27])=[O:26]. (2) Given the reactants CC([O-:5])(C)C.[Na+].[Br:7][C:8]1[CH:13]=[CH:12][C:11]([CH:14]2[CH2:16]O2)=[CH:10][CH:9]=1.[CH3:17][CH2:18][O:19][CH2:20][CH3:21], predict the reaction product. The product is: [Br:7][C:8]1[CH:9]=[CH:10][C:11]([C@@H:14]2[CH2:16][C@H:17]2[C:18]([O:19][CH2:20][CH3:21])=[O:5])=[CH:12][CH:13]=1. (3) Given the reactants [C:1]([O:5][C:6]([NH:8][C@H:9]([C:16]1[CH:21]=[CH:20][CH:19]=[CH:18][CH:17]=1)[CH2:10][C:11](OCC)=[O:12])=[O:7])([CH3:4])([CH3:3])[CH3:2].CC(C[AlH]CC(C)C)C, predict the reaction product. The product is: [O:12]=[CH:11][CH2:10][C@H:9]([NH:8][C:6](=[O:7])[O:5][C:1]([CH3:3])([CH3:2])[CH3:4])[C:16]1[CH:21]=[CH:20][CH:19]=[CH:18][CH:17]=1.